Dataset: Full USPTO retrosynthesis dataset with 1.9M reactions from patents (1976-2016). Task: Predict the reactants needed to synthesize the given product. (1) The reactants are: [OH:1][C:2]1[CH:11]=[CH:10][CH:9]=[C:8]2[C:3]=1[CH2:4][CH2:5][CH2:6][C:7]2=[O:12].[CH2:13](Br)[C:14]1[CH:19]=[CH:18][CH:17]=[CH:16][CH:15]=1.C(=O)([O-])[O-].[K+].[K+]. Given the product [CH2:13]([O:1][C:2]1[CH:11]=[CH:10][CH:9]=[C:8]2[C:3]=1[CH2:4][CH2:5][CH2:6][C:7]2=[O:12])[C:14]1[CH:19]=[CH:18][CH:17]=[CH:16][CH:15]=1, predict the reactants needed to synthesize it. (2) Given the product [CH3:27][NH:28][C:5]1[N:10]=[C:9]([C:11]2[N:15]3[CH:16]=[CH:17][CH:18]=[CH:19][C:14]3=[N:13][C:12]=2[C:20]2[CH:25]=[CH:24][CH:23]=[C:22]([CH3:26])[N:21]=2)[CH:8]=[CH:7][N:6]=1, predict the reactants needed to synthesize it. The reactants are: CS([C:5]1[N:10]=[C:9]([C:11]2[N:15]3[CH:16]=[CH:17][CH:18]=[CH:19][C:14]3=[N:13][C:12]=2[C:20]2[CH:25]=[CH:24][CH:23]=[C:22]([CH3:26])[N:21]=2)[CH:8]=[CH:7][N:6]=1)(=O)=O.[CH3:27][NH2:28].C1COCC1.